This data is from Reaction yield outcomes from USPTO patents with 853,638 reactions. The task is: Predict the reaction yield, written as a fraction of the theoretical maximum amount of product (1.0 means a 100% yield; for example, 0.34 means a 34% yield). (1) The reactants are [CH2:1]([O:3][C:4](=[O:22])[CH2:5][C:6]1[N:7]([C:15]([O:17][C:18]([CH3:21])([CH3:20])[CH3:19])=[O:16])[C:8]2[C:13]([CH:14]=1)=[CH:12][CH:11]=[CH:10][CH:9]=2)[CH3:2].[CH3:23][Si](C)(C)N[Si](C)(C)C.[K].CI. The catalyst is C1COCC1. The product is [CH2:1]([O:3][C:4](=[O:22])[CH:5]([C:6]1[N:7]([C:15]([O:17][C:18]([CH3:21])([CH3:20])[CH3:19])=[O:16])[C:8]2[C:13]([CH:14]=1)=[CH:12][CH:11]=[CH:10][CH:9]=2)[CH3:23])[CH3:2]. The yield is 0.880. (2) The reactants are [CH3:1][O:2][C:3]1[CH:28]=[CH:27][C:6]([C:7]([NH:9][C:10]2[C:11]([NH:16][C:17](=[O:26])[C:18]3[CH:23]=[CH:22][C:21]([S:24][CH3:25])=[CH:20][CH:19]=3)=[CH:12][CH:13]=[CH:14][CH:15]=2)=[O:8])=[CH:5][CH:4]=1.ClC1C=C(C=CC=1)C(OO)=[O:34].[OH-].[Ca+2].[OH-]. The product is [CH3:1][O:2][C:3]1[CH:4]=[CH:5][C:6]([C:7]([NH:9][C:10]2[C:11]([NH:16][C:17](=[O:26])[C:18]3[CH:23]=[CH:22][C:21]([S:24]([CH3:25])=[O:34])=[CH:20][CH:19]=3)=[CH:12][CH:13]=[CH:14][CH:15]=2)=[O:8])=[CH:27][CH:28]=1. The catalyst is C(Cl)(Cl)Cl. The yield is 0.830. (3) The reactants are [Br:1][C:2]1[CH:7]=[CH:6][C:5]([NH:8][C:9]2[C:10]([C:17]([OH:19])=O)=[CH:11][N:12]([CH3:16])[C:13](=[O:15])[CH:14]=2)=[C:4]([F:20])[CH:3]=1.CCN=C=NCCCN(C)C.C1C=CC2N(O)N=NC=2C=1.[CH:42]([O:44][CH2:45][CH2:46][O:47][NH2:48])=[CH2:43].CCN(CC)CC. The catalyst is CN(C=O)C.CCOC(C)=O. The product is [CH:42]([O:44][CH2:45][CH2:46][O:47][NH:48][C:17]([C:10]1[C:9]([NH:8][C:5]2[CH:6]=[CH:7][C:2]([Br:1])=[CH:3][C:4]=2[F:20])=[CH:14][C:13](=[O:15])[N:12]([CH3:16])[CH:11]=1)=[O:19])=[CH2:43]. The yield is 0.520. (4) The reactants are [CH2:1]([C:4]1[CH:5]=[C:6]([CH2:12][C:13]#[N:14])[CH:7]=[N:8][C:9]=1[CH2:10][CH3:11])[CH:2]=[CH2:3].Cl.N[C:17]1[C:22]([F:23])=[C:21]([F:24])[CH:20]=[C:19]([F:25])[C:18]=1[SH:26].C(O)(=O)C.C(=O)(O)[O-].[Na+]. The catalyst is FC(F)(F)CO.C(C1C=C(C)C=C(C(C)(C)C)C=1O)(C)(C)C. The product is [CH2:1]([C:4]1[CH:5]=[C:6]([CH2:12][C:13]2[S:26][C:18]3[C:19]([F:25])=[CH:20][C:21]([F:24])=[C:22]([F:23])[C:17]=3[N:14]=2)[CH:7]=[N:8][C:9]=1[CH2:10][CH3:11])[CH:2]=[CH2:3]. The yield is 0.870. (5) The reactants are [SH-].[Na+].[CH3:3][C:4]1([CH3:14])[O:8][N:7]=[C:6]([S:9]([CH2:12][CH3:13])(=O)=O)[CH2:5]1.C(=O)([O-])[O-].[K+].[K+].C(S([O-])=O)O.[Na+].BrC[C:29]1[CH:30]=[N:31][CH:32]=C[C:34]=1[C:35]([F:38])([F:37])[F:36]. The catalyst is CN(C)C=O.O. The product is [CH3:3][C:4]1([CH3:14])[O:8][N:7]=[C:6]([S:9][CH2:12][C:13]2[CH:32]=[N:31][CH:30]=[CH:29][C:34]=2[C:35]([F:38])([F:37])[F:36])[CH2:5]1. The yield is 0.989. (6) The reactants are B(Br)(Br)[Br:2].Cl.[CH3:6][N:7]([CH2:9][C:10]1[S:25][C:13]2[NH:14][C:15](=[O:24])[C:16]3[CH:17]=[CH:18][CH:19]=[C:20]([O:22]C)[C:21]=3[C:12]=2[CH:11]=1)[CH3:8]. The catalyst is ClCCl. The product is [BrH:2].[CH3:8][N:7]([CH2:9][C:10]1[S:25][C:13]2[NH:14][C:15](=[O:24])[C:16]3[CH:17]=[CH:18][CH:19]=[C:20]([OH:22])[C:21]=3[C:12]=2[CH:11]=1)[CH3:6]. The yield is 0.540.